From a dataset of Catalyst prediction with 721,799 reactions and 888 catalyst types from USPTO. Predict which catalyst facilitates the given reaction. (1) Reactant: [CH2:1]([N:4]([CH2:12][C:13](=O)[C:14]1[S:15][CH:16]=[CH:17][CH:18]=1)[C:5](=[O:11])[O:6][C:7]([CH3:10])([CH3:9])[CH3:8])[CH:2]=[CH2:3].Cl.[NH2:21][OH:22].C([O-])(=O)C.[Na+]. Product: [CH2:1]([N:4]([CH2:12][C:13](=[N:21][OH:22])[C:14]1[S:15][CH:16]=[CH:17][CH:18]=1)[C:5](=[O:11])[O:6][C:7]([CH3:10])([CH3:9])[CH3:8])[CH:2]=[CH2:3]. The catalyst class is: 8. (2) Reactant: Cl.Cl.[N:3]1[C:11]2[C:6](=[N:7][CH:8]=[CH:9][CH:10]=2)[S:5][C:4]=1[NH2:12].ClC1C(C(C)C)=C(C)N=C(N)N=1.C(N(CC)C(C)C)(C)C. Product: [N:3]1[C:11]2[C:6](=[N:7][CH:8]=[CH:9][CH:10]=2)[S:5][C:4]=1[NH2:12]. The catalyst class is: 395. (3) Reactant: [C:1]1([N:7]2[C:19]3[CH:18]=[CH:17][C:16]4[C:20]5[CH:26]=[CH:25][CH:24]=[CH:23][C:21]=5[S:22][C:15]=4[C:14]=3[C:13]3[C:8]2=[CH:9][C:10](B(O)O)=[CH:11][CH:12]=3)[CH:6]=[CH:5][CH:4]=[CH:3][CH:2]=1.Br[C:31]1[C:36]2[O:37][C:38]3[C:43]([Br:44])=[CH:42][CH:41]=[CH:40][C:39]=3[C:35]=2[CH:34]=[CH:33][CH:32]=1.C([O-])([O-])=O.[Na+].[Na+].C(O)C. Product: [Br:44][C:43]1[C:38]2[O:37][C:36]3[C:31]([C:11]4[CH:12]=[C:13]5[C:8]([N:7]([C:1]6[CH:6]=[CH:5][CH:4]=[CH:3][CH:2]=6)[C:19]6[CH:18]=[CH:17][C:16]7[C:20]8[CH:26]=[CH:25][CH:24]=[CH:23][C:21]=8[S:22][C:15]=7[C:14]=65)=[CH:9][CH:10]=4)=[CH:32][CH:33]=[CH:34][C:35]=3[C:39]=2[CH:40]=[CH:41][CH:42]=1. The catalyst class is: 109.